From a dataset of Catalyst prediction with 721,799 reactions and 888 catalyst types from USPTO. Predict which catalyst facilitates the given reaction. Reactant: C([Li])CCC.Br[C:7]1[CH:8]=[C:9]([C:13]2([C:18]([OH:20])=[O:19])[CH2:17][CH2:16][CH2:15][CH2:14]2)[CH:10]=[CH:11][CH:12]=1.[B:21](OCCCC)([O:27]CCCC)[O:22]CCCC.Cl. Product: [C:18]([C:13]1([C:9]2[CH:8]=[C:7]([B:21]([OH:27])[OH:22])[CH:12]=[CH:11][CH:10]=2)[CH2:17][CH2:16][CH2:15][CH2:14]1)([OH:20])=[O:19]. The catalyst class is: 20.